This data is from Antibody developability classification from SAbDab with 2,409 antibodies. The task is: Regression/Classification. Given an antibody's heavy chain and light chain sequences, predict its developability. TAP uses regression for 5 developability metrics; SAbDab uses binary classification. (1) The antibody is ['QVQLVQSGAEMKKPGASVKVSCKTSGYTFTNYKINWVRQAPGQGLEWMGWMNPDTDSTGYPQKFQGRVTMTRNTSISTAYMELSSLRSEDTAVYYCARSYGSGSYYRDYYYGMDVWGQGTTVTVSS', 'EIVLTQSPATLSLSPGERATLSCRASQSVSSYLAWYQQKPGQAPRLLIYDASNRATGIPARFSGSGSGTDFTLTISSLEPEDFAVYYCQQRSNWPLTFGGGTKVEIK']. Result: 0 (not developable). (2) The antibody is ['QDQLQQSGAELVRPGASVKLSCKALGYIFTDYEIHWVKQTPVHGLEWIGGIHPGSSGTAYNQKFKGKATLTADKSSTTAFMELSSLTSEDSAVYYCTRKDYWGQGTLVTVSA', 'PROT_701D7125']. Result: 0 (not developable).